This data is from Experimentally validated miRNA-target interactions with 360,000+ pairs, plus equal number of negative samples. The task is: Binary Classification. Given a miRNA mature sequence and a target amino acid sequence, predict their likelihood of interaction. (1) The miRNA is hsa-miR-424-3p with sequence CAAAACGUGAGGCGCUGCUAU. The protein sequence of the target gene is MYEGKKTKNMFLTRALEKILADKEVKKAHHSQLRKACEVALEEIKAETEKQSPPHGEAKAGSSTLPPVKSKTNFIEADKYFLPFELACQSKCPRIVSTSLDCLQKLIAYGHLTGNAPDSTTPGKKLIDRIIETICGCFQGPQTDEGVQLQIIKALLTAVTSQHIEIHEGTVLQAVRTCYNIYLASKNLINQTTAKATLTQMLNVIFARMENQALQEAKQMEKERHRQHHHLLQSPVSHHEPESPQLRYLPPQTVDHISQEHEGDLDLHTNDVDKSLQDDTEPENGSDISSAENEQTEADQ.... Result: 1 (interaction). (2) The miRNA is hsa-miR-4638-5p with sequence ACUCGGCUGCGGUGGACAAGU. The protein sequence of the target gene is MPAAGPPLLLLGTPGSGKTALLFAAALEAAGEGQGPVLFLTRRPLQSMPRGTGTTLDPMRLQKIRFQYPPSTRELFRLLCSAHEAPGPAPSLLLLDGLEEYLAEDPEPQEAAYLIALLLDTAAHFSHRLGPGRDCGLMVALQTQEEAGSGDVLHLALLQRYFPAQCWLQPDAPGPGEHGLRACLEPGGLGPRTEWWVTFRSDGEMMIAPWPTQAGDPSSGKGSSSGGQP. Result: 1 (interaction). (3) The miRNA is hsa-miR-98-5p with sequence UGAGGUAGUAAGUUGUAUUGUU. The protein sequence of the target gene is MSDTAVADTRRLNSKPQDLTDAYGPPSNFLEIDIFNPQTVGVGRARFTTYEVRMRTNLPIFKLKESCVRRRYSDFEWLKNELERDSKIVVPPLPGKALKRHPFRGDEGIFEESFIEERRQGLEQFINKIAGHPLAQNERCLHMFLQEEAIDRNYVAGKVLGEKDC. Result: 0 (no interaction). (4) The miRNA is hsa-miR-4518 with sequence GCUCAGGGAUGAUAACUGUGCUGAGA. The protein sequence of the target gene is MEQEDNQGVCEYQTSEDRGMDSDLENSEDREGDPEERGMGSNPWDTEDRGHLEQEVDSNPQDDDLRGDSRERDRASTVCSEGRLSEEERAILREEEDDQPGVADMALFPGLSESDSISRSPRGEEDEEEEDEEEESAGENRLIEEEDPLPTPVLPWRRHLSLGGRHRGDKPAHRRFHRLHHPMAMDLGELDSLMASIMDAPTICPDCGESFSPGAAFLQHQRIHRLAEAAAVASLEPFGLAGECGGVVGMMGMGMGVGMGVAGGFGAGPTLARPPREKPFRCGECGKGFSRNTYLTNHLR.... Result: 0 (no interaction). (5) The miRNA is hsa-miR-3666 with sequence CAGUGCAAGUGUAGAUGCCGA. The protein sequence of the target gene is MDIPYYHYDHGGDSQYLPPGFRFHPTDEELITHYLLRKVLDGCFSSRAIAEVDLNKCEPWQLPGRAKMGEKEWYFFSLRDRKYPTGLRTNRATEAGYWKATGKDREIFSSKTCALVGMKKTLVFYKGRAPKGEKSNWVMHEYRLEGKFSYHFISRSSKDEWVISRVFQKTTLASTGAVSEGGGGGGATVSVSSGTGPSKKTKVPSTISRNYQEQPSSPSSVSLPPLLDPTTTLGYTDSSCSYDSRSTNTTVTASAITEHVSCFSTVPTTTTALGLDVNSFSRLPPPLGFDFDPFPRFVSR.... Result: 0 (no interaction). (6) The miRNA is cel-miR-62 with sequence UGAUAUGUAAUCUAGCUUACAG. The protein sequence of the target gene is MNFLGNPRSHTAAFLPVCWLLLNILKPGHCHSYDNRYAGDKVIRLIPKSEEEALALKNIYHQLKVDLWQPSSISYVSEGTITDVHISQNASRTLLAFLQETHIYYKVLIEDLQKAVENENSLQTQRNRRSLSEYNYEVYHSLEDIQSWLHHLNQTQPGLVRVFSIGRSYEGRPLFIMQLGRKSRAYKRAVWIDCGIHAREWIGPAFCQWFVREAILTYKTDPAMKKMLNHLYFYIMPVFNVDGYHFSWTHDRFWRKTRSRDSKFRCRGVDANRNWKVKWCDEGASAHPCDDTYCGPFPES.... Result: 0 (no interaction).